Dataset: CYP1A2 inhibition data for predicting drug metabolism from PubChem BioAssay. Task: Regression/Classification. Given a drug SMILES string, predict its absorption, distribution, metabolism, or excretion properties. Task type varies by dataset: regression for continuous measurements (e.g., permeability, clearance, half-life) or binary classification for categorical outcomes (e.g., BBB penetration, CYP inhibition). Dataset: cyp1a2_veith. (1) The drug is COC(=O)c1nnn(-c2nonc2N)c1CSc1nc2ccccc2o1. The result is 1 (inhibitor). (2) The molecule is CCNC(=O)O/N=C(\C)c1sc(-c2ccccc2)nc1C. The result is 1 (inhibitor). (3) The compound is NS(=O)(=O)c1ccc(-c2ccc([As](=O)(O)O)cc2)cc1. The result is 0 (non-inhibitor). (4) The drug is CCN(c1ccccc1)S(=O)(=O)c1ccc(NC(=S)NC(=O)c2cccs2)cc1. The result is 0 (non-inhibitor). (5) The compound is CC1=N[C@@](C)(COC(=O)[C@]2(C)N[C@](C)(CO)CO2)COC1=O. The result is 0 (non-inhibitor). (6) The molecule is CCCc1c(O)c2ccccc2n(-c2ccccc2)c1=O. The result is 1 (inhibitor). (7) The compound is CO[C@@H]1COC(=O)[C@H](C)NC(=O)C/C=C\[C@@H](C)[C@H](OC)COC(=O)[C@H](C)NC(=O)C/C=C\[C@H]1C. The result is 0 (non-inhibitor). (8) The compound is O=C(Nc1cccc(F)c1)N1CCCC2(CCN(C(=O)c3ccncc3)CC2)C1. The result is 1 (inhibitor). (9) The molecule is COC(=O)N1CCC2(CC1)CCN(c1cccc(-c3ccccc3)c1)CC2. The result is 0 (non-inhibitor). (10) The molecule is O=C(NCC1CCCO1)c1onc(CSc2ccccc2F)c1C(=O)O. The result is 0 (non-inhibitor).